From a dataset of NCI-60 drug combinations with 297,098 pairs across 59 cell lines. Regression. Given two drug SMILES strings and cell line genomic features, predict the synergy score measuring deviation from expected non-interaction effect. Drug 1: CC1CCC2CC(C(=CC=CC=CC(CC(C(=O)C(C(C(=CC(C(=O)CC(OC(=O)C3CCCCN3C(=O)C(=O)C1(O2)O)C(C)CC4CCC(C(C4)OC)O)C)C)O)OC)C)C)C)OC. Drug 2: CC1=C(N=C(N=C1N)C(CC(=O)N)NCC(C(=O)N)N)C(=O)NC(C(C2=CN=CN2)OC3C(C(C(C(O3)CO)O)O)OC4C(C(C(C(O4)CO)O)OC(=O)N)O)C(=O)NC(C)C(C(C)C(=O)NC(C(C)O)C(=O)NCCC5=NC(=CS5)C6=NC(=CS6)C(=O)NCCC[S+](C)C)O. Cell line: 786-0. Synergy scores: CSS=39.7, Synergy_ZIP=-2.11, Synergy_Bliss=3.15, Synergy_Loewe=5.43, Synergy_HSA=6.33.